Dataset: Catalyst prediction with 721,799 reactions and 888 catalyst types from USPTO. Task: Predict which catalyst facilitates the given reaction. (1) Reactant: [C:1]1([C:7]2[C:15]3[C:10](=[C:11]([C:22]([NH2:24])=[O:23])[CH:12]=[C:13]([C:16]4[CH:21]=[CH:20][CH:19]=[CH:18][CH:17]=4)[CH:14]=3)[NH:9][CH:8]=2)[CH2:6][CH2:5][CH2:4][CH2:3][CH:2]=1. Product: [CH:1]1([C:7]2[C:15]3[C:10](=[C:11]([C:22]([NH2:24])=[O:23])[CH:12]=[C:13]([C:16]4[CH:21]=[CH:20][CH:19]=[CH:18][CH:17]=4)[CH:14]=3)[NH:9][CH:8]=2)[CH2:2][CH2:3][CH2:4][CH2:5][CH2:6]1. The catalyst class is: 261. (2) Reactant: [Cl:1][C:2]1[CH:3]=[C:4]2[C:8](=[CH:9][CH:10]=1)[NH:7][CH:6]=[C:5]2[CH2:11][CH2:12][NH:13][C:14](=[O:23])[C:15]1[CH:20]=[CH:19][CH:18]=[C:17]([CH2:21]Cl)[CH:16]=1.[NH:24]1[CH:28]=[CH:27][N:26]=[CH:25]1.[I-].[Na+]. Product: [N:24]1([CH2:21][C:17]2[CH:16]=[C:15]([CH:20]=[CH:19][CH:18]=2)[C:14]([NH:13][CH2:12][CH2:11][C:5]2[C:4]3[C:8](=[CH:9][CH:10]=[C:2]([Cl:1])[CH:3]=3)[NH:7][CH:6]=2)=[O:23])[CH:28]=[CH:27][N:26]=[CH:25]1. The catalyst class is: 1. (3) Reactant: [F:1][C:2]1[CH:7]=[CH:6][C:5]([C:8]2[CH:13]=[CH:12][N:11]=[C:10]([NH:14][C:15]([CH:17]3[CH2:22][CH2:21][N:20](C(OC(C)(C)C)=O)[CH2:19][CH2:18]3)=[O:16])[CH:9]=2)=[C:4]([O:30][CH3:31])[CH:3]=1.C(C1CCN(C(OC(C)(C)C)=O)CC1)(=O)N.ClC1C=C(C2C=CC(F)=CC=2OC)C=CN=1.C([O-])([O-])=O.[Cs+].[Cs+].CC1(C)C2C(=C(P(C3C=CC=CC=3)C3C=CC=CC=3)C=CC=2)OC2C(P(C3C=CC=CC=3)C3C=CC=CC=3)=CC=CC1=2. Product: [F:1][C:2]1[CH:7]=[CH:6][C:5]([C:8]2[CH:13]=[CH:12][N:11]=[C:10]([NH:14][C:15]([CH:17]3[CH2:22][CH2:21][NH:20][CH2:19][CH2:18]3)=[O:16])[CH:9]=2)=[C:4]([O:30][CH3:31])[CH:3]=1. The catalyst class is: 77. (4) The catalyst class is: 2. Reactant: [F:1][C:2]1[N:7]=[CH:6][C:5]([C:8]2([C:15]#[N:16])[CH2:13][CH2:12][C:11](=O)[CH2:10][CH2:9]2)=[CH:4][CH:3]=1.[FH:17].[FH:18].F.C(N(CC)CC)C. Product: [F:17][C:11]1([F:18])[CH2:12][CH2:13][C:8]([C:5]2[CH:6]=[N:7][C:2]([F:1])=[CH:3][CH:4]=2)([C:15]#[N:16])[CH2:9][CH2:10]1.